Dataset: NCI-60 drug combinations with 297,098 pairs across 59 cell lines. Task: Regression. Given two drug SMILES strings and cell line genomic features, predict the synergy score measuring deviation from expected non-interaction effect. (1) Drug 1: CCC1(CC2CC(C3=C(CCN(C2)C1)C4=CC=CC=C4N3)(C5=C(C=C6C(=C5)C78CCN9C7C(C=CC9)(C(C(C8N6C)(C(=O)OC)O)OC(=O)C)CC)OC)C(=O)OC)O.OS(=O)(=O)O. Drug 2: CC12CCC3C(C1CCC2O)C(CC4=C3C=CC(=C4)O)CCCCCCCCCS(=O)CCCC(C(F)(F)F)(F)F. Cell line: A498. Synergy scores: CSS=0.168, Synergy_ZIP=0.427, Synergy_Bliss=0.543, Synergy_Loewe=0.664, Synergy_HSA=-0.327. (2) Drug 1: CCN(CC)CCCC(C)NC1=C2C=C(C=CC2=NC3=C1C=CC(=C3)Cl)OC. Drug 2: CC(C)CN1C=NC2=C1C3=CC=CC=C3N=C2N. Cell line: HOP-92. Synergy scores: CSS=30.5, Synergy_ZIP=-9.87, Synergy_Bliss=-6.48, Synergy_Loewe=-3.84, Synergy_HSA=-4.84. (3) Drug 2: C1CCC(CC1)NC(=O)N(CCCl)N=O. Cell line: HCT-15. Drug 1: C1CCC(C1)C(CC#N)N2C=C(C=N2)C3=C4C=CNC4=NC=N3. Synergy scores: CSS=35.0, Synergy_ZIP=2.44, Synergy_Bliss=6.21, Synergy_Loewe=4.23, Synergy_HSA=4.47. (4) Drug 1: CCCCCOC(=O)NC1=NC(=O)N(C=C1F)C2C(C(C(O2)C)O)O. Drug 2: C(CCl)NC(=O)N(CCCl)N=O. Cell line: UACC62. Synergy scores: CSS=0.807, Synergy_ZIP=-2.53, Synergy_Bliss=1.26, Synergy_Loewe=-10.9, Synergy_HSA=-3.29. (5) Drug 1: C1CCC(C1)C(CC#N)N2C=C(C=N2)C3=C4C=CNC4=NC=N3. Drug 2: COC1=NC(=NC2=C1N=CN2C3C(C(C(O3)CO)O)O)N. Cell line: IGROV1. Synergy scores: CSS=4.88, Synergy_ZIP=-1.70, Synergy_Bliss=-0.604, Synergy_Loewe=-9.71, Synergy_HSA=-2.83. (6) Drug 1: CC1=C(C(=CC=C1)Cl)NC(=O)C2=CN=C(S2)NC3=CC(=NC(=N3)C)N4CCN(CC4)CCO. Drug 2: C(=O)(N)NO. Cell line: HOP-92. Synergy scores: CSS=9.71, Synergy_ZIP=-2.22, Synergy_Bliss=0.832, Synergy_Loewe=-17.1, Synergy_HSA=0.450.